This data is from Reaction yield outcomes from USPTO patents with 853,638 reactions. The task is: Predict the reaction yield, written as a fraction of the theoretical maximum amount of product (1.0 means a 100% yield; for example, 0.34 means a 34% yield). (1) The reactants are [C:1]([OH:10])(=O)[C:2]1[C:3](=[CH:5][CH:6]=[CH:7][CH:8]=1)[OH:4].C(Cl)(=O)C(Cl)=O.C([N:19]([CH2:22][CH3:23])CC)C.C(Cl)(=O)C1C=[CH:29][C:28]([O:31][CH3:32])=[CH:27][CH:26]=1. The catalyst is C(Cl)Cl.CN(C)C=O. The product is [CH3:32][O:31][C:28]1[CH:29]=[CH:23][C:22]([NH:19][C:1](=[O:10])[C:2]2[CH:8]=[CH:7][CH:6]=[CH:5][C:3]=2[OH:4])=[CH:26][CH:27]=1. The yield is 0.800. (2) The reactants are Br[C:2]1[C:11]([CH3:12])=[N:10][C:9]2[C:4](=[CH:5][CH:6]=[C:7]([Cl:13])[CH:8]=2)[N:3]=1.BrC1C(C)=NC2C(N=1)=CC(Cl)=CC=2.[C:27]([C:29]1[N:33]([CH3:34])[N:32]=[C:31]([N:35]2[CH2:39][CH2:38][CH2:37][CH2:36]2)[N:30]=1)#[CH:28].C(N(CC)CC)C. The catalyst is CN(C)C=O.[Cu]I.C1C=CC(P(C2C=CC=CC=2)C2C=CC=CC=2)=CC=1.C1C=CC(P(C2C=CC=CC=2)C2C=CC=CC=2)=CC=1.Cl[Pd]Cl. The product is [Cl:13][C:7]1[CH:8]=[C:9]2[C:4](=[CH:5][CH:6]=1)[N:3]=[C:2]([C:28]#[C:27][C:29]1[N:33]([CH3:34])[N:32]=[C:31]([N:35]3[CH2:39][CH2:38][CH2:37][CH2:36]3)[N:30]=1)[C:11]([CH3:12])=[N:10]2. The yield is 0.0540. (3) The reactants are [CH3:1][C:2]1([CH3:47])[CH2:10][C:9]2[N:8]([CH2:11][O:12][CH2:13][CH2:14][Si:15]([CH3:18])([CH3:17])[CH3:16])[N:7]=[C:6]([C:19]3[N:20]([CH2:39][O:40][CH2:41][CH2:42][Si:43]([CH3:46])([CH3:45])[CH3:44])[C:21]4[C:26]([CH:27]=3)=[CH:25][CH:24]=[C:23]([NH:28][C:29](=[O:38])[O:30][CH2:31][C:32]3[CH:37]=[CH:36][CH:35]=[CH:34][CH:33]=3)[CH:22]=4)[C:5]=2[CH2:4][CH2:3]1.[H-].[Na+].CI.[C:52](OCC)(=O)C. The catalyst is CN(C)C=O.O. The product is [CH3:1][C:2]1([CH3:47])[CH2:10][C:9]2[N:8]([CH2:11][O:12][CH2:13][CH2:14][Si:15]([CH3:16])([CH3:17])[CH3:18])[N:7]=[C:6]([C:19]3[N:20]([CH2:39][O:40][CH2:41][CH2:42][Si:43]([CH3:45])([CH3:44])[CH3:46])[C:21]4[C:26]([CH:27]=3)=[CH:25][CH:24]=[C:23]([N:28]([CH3:52])[C:29](=[O:38])[O:30][CH2:31][C:32]3[CH:37]=[CH:36][CH:35]=[CH:34][CH:33]=3)[CH:22]=4)[C:5]=2[CH2:4][CH2:3]1. The yield is 0.690.